The task is: Predict the product of the given reaction.. This data is from Forward reaction prediction with 1.9M reactions from USPTO patents (1976-2016). (1) Given the reactants [Cl:1][C:2]1[N:3]([CH2:10][C@:11]2([CH3:14])[CH2:13][O:12]2)[CH:4]=[C:5]([N+:7]([O-:9])=[O:8])[N:6]=1.[C:15]1([CH:21]=[CH:22][CH2:23][O:24][CH:25]2[CH2:30][CH2:29][NH:28][CH2:27][CH2:26]2)[CH:20]=[CH:19][CH:18]=[CH:17][CH:16]=1, predict the reaction product. The product is: [Cl:1][C:2]1[N:3]([CH2:10][C@@:11]([CH3:14])([OH:12])[CH2:13][N:28]2[CH2:27][CH2:26][CH:25]([O:24][CH2:23][CH:22]=[CH:21][C:15]3[CH:16]=[CH:17][CH:18]=[CH:19][CH:20]=3)[CH2:30][CH2:29]2)[CH:4]=[C:5]([N+:7]([O-:9])=[O:8])[N:6]=1. (2) Given the reactants C([N-]C(C)C)(C)C.[Li+].[Br:9][C:10]1[CH:15]=[CH:14][N:13]=[C:12]([CH3:16])[CH:11]=1.[C:17](=O)([O:21]CC)[O:18][CH2:19][CH3:20], predict the reaction product. The product is: [CH2:19]([O:18][C:17](=[O:21])[CH2:16][C:12]1[CH:11]=[C:10]([Br:9])[CH:15]=[CH:14][N:13]=1)[CH3:20].